Dataset: Full USPTO retrosynthesis dataset with 1.9M reactions from patents (1976-2016). Task: Predict the reactants needed to synthesize the given product. (1) The reactants are: [NH:1]1[C:9]2[C:4](=[CH:5][CH:6]=[CH:7][N:8]=2)[CH:3]=[CH:2]1.[C:10]1([CH3:20])[CH:15]=[CH:14][C:13]([S:16](Cl)(=[O:18])=[O:17])=[CH:12][CH:11]=1.S([O-])([O-])(=O)=O.[OH-].[Na+]. Given the product [C:10]1([CH3:20])[CH:15]=[CH:14][C:13]([S:16]([N:1]2[C:9]3=[N:8][CH:7]=[CH:6][CH:5]=[C:4]3[CH:3]=[CH:2]2)(=[O:18])=[O:17])=[CH:12][CH:11]=1, predict the reactants needed to synthesize it. (2) Given the product [Br:1][C:2]1[CH:7]=[CH:6][C:5]([C@:8]([NH:12][C@@H:11]([CH2:13][C:14]([F:17])([CH3:16])[CH3:15])[CH2:10][OH:9])([C:18]([F:21])([F:20])[F:19])[C:28]#[C:27][CH2:26][O:25][Si:24]([CH2:30][CH3:31])([CH2:22][CH3:23])[CH2:32][CH3:33])=[CH:4][CH:3]=1, predict the reactants needed to synthesize it. The reactants are: [Br:1][C:2]1[CH:7]=[CH:6][C:5]([C@@:8]2([C:18]([F:21])([F:20])[F:19])[NH:12][C@@H:11]([CH2:13][C:14]([F:17])([CH3:16])[CH3:15])[CH2:10][O:9]2)=[CH:4][CH:3]=1.[CH2:22]([Si:24]([CH2:32][CH3:33])([CH2:30][CH3:31])[O:25][CH2:26][C:27]#[C:28][Li])[CH3:23].[NH4+].[Cl-]. (3) Given the product [Br:5][C:6]1[CH:13]=[CH:12][CH:11]=[CH:10][C:7]=1[C:8]1([NH2:9])[CH2:2][CH2:1]1, predict the reactants needed to synthesize it. The reactants are: [CH2:1]([Mg]Br)[CH3:2].[Br:5][C:6]1[CH:13]=[CH:12][CH:11]=[CH:10][C:7]=1[C:8]#[N:9].B(F)(F)F.CCOCC.Cl.[OH-].[Na+]. (4) The reactants are: C([O:5][C:6](=[O:39])[CH2:7][CH2:8][C:9]1[CH:14]=[CH:13][C:12]([O:15][CH2:16][CH2:17][C:18]2[N:19]=[C:20]([C:23]3[CH:28]=[CH:27][CH:26]=[CH:25][CH:24]=3)[O:21][CH:22]=2)=[CH:11][C:10]=1[CH2:29][O:30][C:31](=[O:38])[NH:32][CH:33]1[CH2:37][CH2:36][CH2:35][CH2:34]1)(C)(C)C.FC(F)(F)C(O)=O. Given the product [CH:33]1([NH:32][C:31]([O:30][CH2:29][C:10]2[CH:11]=[C:12]([O:15][CH2:16][CH2:17][C:18]3[N:19]=[C:20]([C:23]4[CH:24]=[CH:25][CH:26]=[CH:27][CH:28]=4)[O:21][CH:22]=3)[CH:13]=[CH:14][C:9]=2[CH2:8][CH2:7][C:6]([OH:39])=[O:5])=[O:38])[CH2:37][CH2:36][CH2:35][CH2:34]1, predict the reactants needed to synthesize it.